The task is: Predict the reactants needed to synthesize the given product.. This data is from Full USPTO retrosynthesis dataset with 1.9M reactions from patents (1976-2016). (1) Given the product [C:37]([O:36][C:34](=[O:35])[CH2:33][CH2:32][N:31]([C:29]([O:28][C:24]([CH3:27])([CH3:26])[CH3:25])=[O:30])[CH2:41][C:42]([N:19]1[C:20]2[C:16](=[CH:15][C:14]([O:13][CH2:12][CH:11]([CH3:23])[CH2:10][C:4]3[CH:5]=[CH:6][C:7]([F:9])=[CH:8][C:3]=3[F:2])=[CH:22][CH:21]=2)[CH2:17][CH2:18]1)=[O:43])([CH3:39])([CH3:40])[CH3:38], predict the reactants needed to synthesize it. The reactants are: Cl.[F:2][C:3]1[CH:8]=[C:7]([F:9])[CH:6]=[CH:5][C:4]=1[CH2:10][CH:11]([CH3:23])[CH2:12][O:13][C:14]1[CH:15]=[C:16]2[C:20](=[CH:21][CH:22]=1)[NH:19][CH2:18][CH2:17]2.[C:24]([O:28][C:29]([N:31]([CH2:41][C:42](O)=[O:43])[CH2:32][CH2:33][C:34]([O:36][C:37]([CH3:40])([CH3:39])[CH3:38])=[O:35])=[O:30])([CH3:27])([CH3:26])[CH3:25].CCN=C=NCCCN(C)C.Cl.C1C=CC2N(O)N=NC=2C=1. (2) Given the product [CH:18]1([CH2:17][NH:16][C:14]([C:11]2[CH:12]=[CH:13][C:8]([C:6]3[C:5]([CH3:21])=[CH:4][CH:3]=[C:2]([NH:1][C:22](=[O:27])[CH2:23][CH:24]([CH3:26])[CH3:25])[CH:7]=3)=[CH:9][CH:10]=2)=[O:15])[CH2:20][CH2:19]1, predict the reactants needed to synthesize it. The reactants are: [NH2:1][C:2]1[CH:3]=[CH:4][C:5]([CH3:21])=[C:6]([C:8]2[CH:13]=[CH:12][C:11]([C:14]([NH:16][CH2:17][CH:18]3[CH2:20][CH2:19]3)=[O:15])=[CH:10][CH:9]=2)[CH:7]=1.[C:22](O)(=[O:27])[CH2:23][CH:24]([CH3:26])[CH3:25]. (3) Given the product [CH:22]1([CH2:21][O:20][C:19]2[N:18]=[C:17]([C:25]([OH:27])=[O:26])[CH:16]=[CH:15][C:14]=2[N:1]2[CH2:5][CH2:4][CH2:3][C:2]2=[O:6])[CH2:23][CH2:24]1, predict the reactants needed to synthesize it. The reactants are: [NH:1]1[CH2:5][CH2:4][CH2:3][C:2]1=[O:6].C(=O)([O-])[O-].[Cs+].[Cs+].Br[C:14]1[CH:15]=[CH:16][C:17]([C:25]([OH:27])=[O:26])=[N:18][C:19]=1[O:20][CH2:21][CH:22]1[CH2:24][CH2:23]1. (4) The reactants are: C(OC(=O)[NH:10][C@@H:11]([CH:38]1[CH2:43][CH2:42][O:41][CH2:40][CH2:39]1)[C:12]([N:14]1[C@H:19]([C:20](=[O:32])[NH:21][C@H:22]2[C:31]3[C:26](=[CH:27][CH:28]=[CH:29][CH:30]=3)[O:25][CH2:24][CH2:23]2)[CH2:18][N:17]2[CH2:33][C:34]([F:37])([F:36])[CH2:35][C@@H:16]2[CH2:15]1)=[O:13])C1C=CC=CC=1.[ClH:45].CO. Given the product [ClH:45].[ClH:45].[NH2:10][C@@H:11]([CH:38]1[CH2:39][CH2:40][O:41][CH2:42][CH2:43]1)[C:12]([N:14]1[C@H:19]([C:20]([NH:21][C@H:22]2[C:31]3[C:26](=[CH:27][CH:28]=[CH:29][CH:30]=3)[O:25][CH2:24][CH2:23]2)=[O:32])[CH2:18][N:17]2[CH2:33][C:34]([F:37])([F:36])[CH2:35][C@@H:16]2[CH2:15]1)=[O:13], predict the reactants needed to synthesize it. (5) Given the product [C:7]([O:11][C:12]([N:14]1[CH2:15][CH2:16][CH:17]([CH2:20][CH2:21][CH2:22][NH:23][C:36]2[CH:37]=[CH:38][C:39]([S:42][CH3:43])=[CH:40][CH:41]=2)[CH2:18][CH2:19]1)=[O:13])([CH3:9])([CH3:10])[CH3:8], predict the reactants needed to synthesize it. The reactants are: C(=O)([O-])[O-].[Cs+].[Cs+].[C:7]([O:11][C:12]([N:14]1[CH2:19][CH2:18][CH:17]([CH2:20][CH2:21][CH2:22][N:23]([C:36]2[CH:41]=[CH:40][C:39]([S:42][CH3:43])=[CH:38][CH:37]=2)S(C2C=CC=CC=2[N+]([O-])=O)(=O)=O)[CH2:16][CH2:15]1)=[O:13])([CH3:10])([CH3:9])[CH3:8].C1(S)C=CC=CC=1. (6) Given the product [NH2:16][C:10]1[O:11][CH2:12][C@@:13]([F:15])([CH3:14])[C@:8]([C:6]2[CH:7]=[C:2]([NH:1][C:28]([C:21]3[C:20]([Cl:19])=[CH:24][N:23]([CH:25]([F:27])[F:26])[N:22]=3)=[O:29])[CH:3]=[CH:4][C:5]=2[F:18])([CH3:17])[N:9]=1, predict the reactants needed to synthesize it. The reactants are: [NH2:1][C:2]1[CH:3]=[CH:4][C:5]([F:18])=[C:6]([C@:8]2([CH3:17])[C@:13]([F:15])([CH3:14])[CH2:12][O:11][C:10]([NH2:16])=[N:9]2)[CH:7]=1.[Cl:19][C:20]1[C:21]([C:28](O)=[O:29])=[N:22][N:23]([CH:25]([F:27])[F:26])[CH:24]=1. (7) The reactants are: [C:1]([Li])([CH3:4])([CH3:3])[CH3:2].[CH3:6][CH2:7][CH2:8]CC.[O:11]1[CH:15]=[CH:14][CH:13]=[C:12]1[NH:16][C:17](=[O:23])[O:18][C:19]([CH3:22])([CH3:21])[CH3:20].[C:24](=[O:26])=O.C([NH2:34])C1C=CC=CC=1.Cl.CN(C)CCCN=C=NCC.ON1C2N=CC=CC=2N=N1.C(N(CC)CC)C. Given the product [CH2:2]([NH:34][C:24]([C:13]1[CH:14]=[CH:15][O:11][C:12]=1[NH:16][C:17](=[O:23])[O:18][C:19]([CH3:20])([CH3:22])[CH3:21])=[O:26])[C:1]1[CH:4]=[CH:8][CH:7]=[CH:6][CH:3]=1, predict the reactants needed to synthesize it. (8) Given the product [Cl:21][C:17]1[CH:16]=[C:15]([C:13]2[O:12][N:11]=[C:10]([CH2:9][N:4]3[CH2:5][CH2:6][NH:1][C:2](=[O:7])[CH2:3]3)[N:14]=2)[CH:20]=[CH:19][CH:18]=1, predict the reactants needed to synthesize it. The reactants are: [NH:1]1[CH2:6][CH2:5][NH:4][CH2:3][C:2]1=[O:7].Cl[CH2:9][C:10]1[N:14]=[C:13]([C:15]2[CH:20]=[CH:19][CH:18]=[C:17]([Cl:21])[CH:16]=2)[O:12][N:11]=1.C(=O)([O-])[O-].[K+].[K+]. (9) The reactants are: [F:1][C:2]1[C:3]([NH:24][C@@H:25]2[CH2:30][CH2:29][CH2:28][N:27](C(OC(C)(C)C)=O)[CH2:26]2)=[N:4][C:5]([C:14]2[N:18]3[CH:19]=[C:20]([F:23])[CH:21]=[CH:22][C:17]3=[N:16][CH:15]=2)=[N:6][C:7]=1[N:8]1[CH2:13][CH2:12][O:11][CH2:10][CH2:9]1.FC(F)(F)C(O)=O. Given the product [F:1][C:2]1[C:3]([NH:24][C@@H:25]2[CH2:30][CH2:29][CH2:28][NH:27][CH2:26]2)=[N:4][C:5]([C:14]2[N:18]3[CH:19]=[C:20]([F:23])[CH:21]=[CH:22][C:17]3=[N:16][CH:15]=2)=[N:6][C:7]=1[N:8]1[CH2:9][CH2:10][O:11][CH2:12][CH2:13]1, predict the reactants needed to synthesize it. (10) Given the product [OH:1][C:2]1[CH:10]=[CH:9][C:5]([C:6]([OH:8])=[O:7])=[CH:4][C:3]=1[I:13], predict the reactants needed to synthesize it. The reactants are: [OH:1][C:2]1[CH:10]=[CH:9][C:5]([C:6]([OH:8])=[O:7])=[CH:4][CH:3]=1.[OH-].[Na+].[I-:13].[Na+].Cl[O-].[Na+].OS(O)(=O)=O.